This data is from Experimentally validated miRNA-target interactions with 360,000+ pairs, plus equal number of negative samples. The task is: Binary Classification. Given a miRNA mature sequence and a target amino acid sequence, predict their likelihood of interaction. (1) The protein sequence of the target gene is MEEGSSSPVSPVDSLGTSEEELERQPKRFGRKRRYSKKSSEDGSPTPGKRGKKGSPSAQSFEELQSQRILANVRERQRTQSLNEAFAALRKIIPTLPSDKLSKIQTLKLAARYIDFLYQVLQSDEMDNKMTSCSYVAHERLSYAFSVWRMEGAWSMSASH. Result: 0 (no interaction). The miRNA is hsa-miR-4524b-5p with sequence AUAGCAGCAUAAGCCUGUCUC. (2) The miRNA is hsa-miR-660-3p with sequence ACCUCCUGUGUGCAUGGAUUA. The protein sequence of the target gene is MEALILEPSLYTVKAILILDNDGDRLFAKYYDDTYPSVKEQKAFEKNIFNKTHRTDSEIALLEGLTVVYKSSIDLYFYVIGSSYENELMLMAVLNCLFDSLSQMLRKNVEKRALLENMEGLFLAVDEIVDGGVILESDPQQVVHRVALRGEDVPLTEQTVSQVLQSAKEQIKWSLLR. Result: 0 (no interaction). (3) The miRNA is rno-miR-200b-5p with sequence CAUCUUACUGGGCAGCAUUGGA. The protein sequence of the target gene is MEPGPALAWLLLLSLLADCLKAAQSRDFTVKDIIYLHPSTTPYPGGFKCFTCEKAADNYECNRWAPDIYCPRETRYCYTQHTMEVTGNSISVTKRCVPLEECLSTGCRDSEHEGHKVCTSCCEGNICNLPLPRNETDATFATTSPINQTNGHPRCMSVIVSCLWLWLGLML. Result: 0 (no interaction). (4) The miRNA is mmu-miR-466d-3p with sequence UAUACAUACACGCACACAUAG. The protein sequence of the target gene is MASNPDRGEILLTELQGDSRTLPFSENVSAVQKLDFSDTMVQQKLDDIKDRIKREIRKELKIKEGAENLRKVTTDKKNLAYVDNILKKSNKKLEELHHKLQELNAHIVVSDPEDSTDCPRTPDTPNSDSRSSTSNNRLMALQKQLDIELKVKQGAENMIQMYSNGSSKDRKLHGTAQQLLQDSKTKIEVIRMQILQAVQTNELAFDNAKPVISPLELRMEELRHHFKIEFAVAEGAKNVMKLLGSGKVTDRKALSEAQARFNESSQKLDLLKYSLEQRLNELPRNHPKSSVVIEELSLVA.... Result: 0 (no interaction). (5) The miRNA is hsa-miR-30e-5p with sequence UGUAAACAUCCUUGACUGGAAG. The protein sequence of the target gene is MAAPVPWACCAVLAAAAAVVYAQRHSPQEAPHVQYERLGSDVTLPCGTANWDAAVTWRVNGTDLAPDLLNGSQLVLHGLELGHSGLYACFHRDSWHLRHQVLLHVGLPPREPVLSCRSNTYPKGFYCSWHLPTPTYIPNTFNVTVLHGSKIMVCEKDPALKNRCHIRYMHLFSTIKYKVSISVSNALGHNATAITFDEFTIVKPDPPENVVARPVPSNPRRLEVTWQTPSTWPDPESFPLKFFLRYRPLILDQWQHVELSDGTAHTITDAYAGKEYIIQVAAKDNEIGTWSDWSVAAHAT.... Result: 0 (no interaction).